From a dataset of Catalyst prediction with 721,799 reactions and 888 catalyst types from USPTO. Predict which catalyst facilitates the given reaction. (1) The catalyst class is: 305. Product: [C:5]12([CH2:4][CH2:3][NH:2][CH3:1])[CH2:12][CH:11]3[CH2:10][CH:9]([CH2:8][CH:7]([CH2:13]3)[CH2:6]1)[CH2:14]2. Reactant: [CH3:1][NH:2][C:3](=O)[CH2:4][C:5]12[CH2:14][CH:9]3[CH2:10][CH:11]([CH2:13][CH:7]([CH2:8]3)[CH2:6]1)[CH2:12]2.[H-].[Al+3].[Li+].[H-].[H-].[H-].C(OCC)(=O)C. (2) Reactant: [NH2:1][C:2]1[CH:3]=[CH:4][C:5]([CH3:21])=[C:6]([C:8]2[CH:13]=[CH:12][C:11]([C:14]([NH:16][CH2:17][CH:18]3[CH2:20][CH2:19]3)=[O:15])=[CH:10][CH:9]=2)[CH:7]=1.[CH:22]1([C:28]2[CH:37]=[C:36]([C:38](O)=[O:39])[C:35]3[C:30](=[CH:31][CH:32]=[C:33]([CH3:41])[CH:34]=3)[N:29]=2)[CH2:27][CH2:26][CH2:25][CH2:24][CH2:23]1. Product: [CH:22]1([C:28]2[CH:37]=[C:36]([C:38]([NH:1][C:2]3[CH:7]=[C:6]([C:8]4[CH:13]=[CH:12][C:11]([C:14]([NH:16][CH2:17][CH:18]5[CH2:20][CH2:19]5)=[O:15])=[CH:10][CH:9]=4)[C:5]([CH3:21])=[CH:4][CH:3]=3)=[O:39])[C:35]3[C:30](=[CH:31][CH:32]=[C:33]([CH3:41])[CH:34]=3)[N:29]=2)[CH2:23][CH2:24][CH2:25][CH2:26][CH2:27]1. The catalyst class is: 1. (3) Reactant: [F:1][C:2]([C:5]1[CH:6]=[C:7]([N:11]=C(C2C=CC=CC=2)C2C=CC=CC=2)[CH:8]=[N:9][CH:10]=1)([F:4])[CH3:3].O.Cl.C1COCC1. Product: [F:1][C:2]([C:5]1[CH:6]=[C:7]([NH2:11])[CH:8]=[N:9][CH:10]=1)([F:4])[CH3:3]. The catalyst class is: 25. (4) Reactant: [F:1][C:2]1[CH:3]=[C:4]([C:8]2[N:12]([C@H:13]3[CH2:18][CH2:17][CH2:16][CH2:15][C@@H:14]3[OH:19])[CH:11]=[N:10][C:9]=2[C:20]([O:22]C)=[O:21])[CH:5]=[CH:6][CH:7]=1.[OH-].[Na+]. Product: [F:1][C:2]1[CH:3]=[C:4]([C:8]2[N:12]([C@H:13]3[CH2:18][CH2:17][CH2:16][CH2:15][C@@H:14]3[OH:19])[CH:11]=[N:10][C:9]=2[C:20]([OH:22])=[O:21])[CH:5]=[CH:6][CH:7]=1. The catalyst class is: 92. (5) Reactant: [CH3:1][C:2]([C:12]1[CH:17]=[CH:16][N:15]2[C:18]([C:21]3[N:26]=[C:25]([C:27]4[CH:34]=[CH:33][CH:32]=[CH:31][C:28]=4[C:29]#[N:30])[CH:24]=[CH:23][CH:22]=3)=[CH:19][N:20]=[C:14]2[N:13]=1)([O:4][Si](CC)(CC)CC)[CH3:3]. Product: [OH:4][C:2]([C:12]1[CH:17]=[CH:16][N:15]2[C:18]([C:21]3[N:26]=[C:25]([C:27]4[CH:34]=[CH:33][CH:32]=[CH:31][C:28]=4[C:29]#[N:30])[CH:24]=[CH:23][CH:22]=3)=[CH:19][N:20]=[C:14]2[N:13]=1)([CH3:1])[CH3:3]. The catalyst class is: 361. (6) Reactant: [C:1]([C:3]1[CH:8]=[C:7]([CH3:9])[CH:6]=[CH:5][C:4]=1[C:10]1[CH:15]=[C:14]([O:16][C:17]2[S:18][CH:19]=[CH:20][N:21]=2)[CH:13]=[C:12]([C:22]([O:24]C)=[O:23])[CH:11]=1)#[N:2].[OH-].[Li+].Cl. Product: [C:1]([C:3]1[CH:8]=[C:7]([CH3:9])[CH:6]=[CH:5][C:4]=1[C:10]1[CH:15]=[C:14]([O:16][C:17]2[S:18][CH:19]=[CH:20][N:21]=2)[CH:13]=[C:12]([C:22]([OH:24])=[O:23])[CH:11]=1)#[N:2]. The catalyst class is: 7. (7) Reactant: Cl.[CH3:2][O:3][C:4](=[O:24])[CH2:5][C@H:6]1[CH2:11][CH2:10][C@H:9]([C:12]2[CH:17]=[CH:16][C:15]([NH:18][C:19](=[O:23])[CH2:20][CH2:21][NH2:22])=[CH:14][CH:13]=2)[CH2:8][CH2:7]1.CCN=C=NCCCN(C)C.[Cl:36][C:37]1[CH:42]=[CH:41][CH:40]=[CH:39][C:38]=1[C:43]1[O:44][C:45]([CH3:51])=[C:46]([C:48](O)=[O:49])[N:47]=1.C1C=CC2N(O)N=NC=2C=1.C(N(C(C)C)C(C)C)C.C([O-])(O)=O.[Na+]. Product: [CH3:2][O:3][C:4](=[O:24])[CH2:5][C@H:6]1[CH2:7][CH2:8][C@H:9]([C:12]2[CH:13]=[CH:14][C:15]([NH:18][C:19](=[O:23])[CH2:20][CH2:21][NH:22][C:48]([C:46]3[N:47]=[C:43]([C:38]4[CH:39]=[CH:40][CH:41]=[CH:42][C:37]=4[Cl:36])[O:44][C:45]=3[CH3:51])=[O:49])=[CH:16][CH:17]=2)[CH2:10][CH2:11]1. The catalyst class is: 4. (8) Reactant: [NH:1]1[C:9]2[C:4](=[C:5]([C:10]3[CH:11]=[C:12]([C:28]#[N:29])[C:13]4[CH:14]=[N:15][N:16]([S:19]([C:22]5[CH:27]=[CH:26][CH:25]=[CH:24][CH:23]=5)(=[O:21])=[O:20])[C:17]=4[CH:18]=3)[CH:6]=[CH:7][CH:8]=2)[CH:3]=[CH:2]1.[NH:30]1[C:38]2[C:33](=[C:34]([C:39]3[CH:40]=[C:41]([C:58]#[N:59])[C:42]4[CH:43]=[N:44][N:45]([S:48]([C:51]5[CH:56]=[CH:55][C:54]([CH3:57])=[CH:53][CH:52]=5)(=[O:50])=[O:49])[C:46]=4[CH:47]=3)[CH:35]=[CH:36][CH:37]=2)[CH:32]=[CH:31]1.C[Si]([N:64]=[N+:65]=[N-:66])(C)C.C([Sn](CCCC)=O)CCC. Product: [NH:30]1[C:38]2[C:33](=[C:34]([C:39]3[CH:47]=[C:46]4[C:42]([CH:43]=[N:44][N:45]4[S:48]([C:51]4[CH:56]=[CH:55][C:54]([CH3:57])=[CH:53][CH:52]=4)(=[O:50])=[O:49])=[C:41]([C:58]4[NH:66][N:65]=[N:64][N:59]=4)[CH:40]=3)[CH:35]=[CH:36][CH:37]=2)[CH:32]=[CH:31]1.[NH:1]1[C:9]2[C:4](=[C:5]([C:10]3[CH:18]=[C:17]4[C:13]([CH:14]=[N:15][N:16]4[S:19]([C:22]4[CH:27]=[CH:26][CH:25]=[CH:24][CH:23]=4)(=[O:21])=[O:20])=[C:12]([C:28]4[NH:66][N:65]=[N:64][N:29]=4)[CH:11]=3)[CH:6]=[CH:7][CH:8]=2)[CH:3]=[CH:2]1. The catalyst class is: 11. (9) Reactant: [C:1]([C:5]1[CH:14]=[C:13]2[C:8]([C:9](=O)[CH2:10][CH2:11][O:12]2)=[CH:7][CH:6]=1)([CH3:4])([CH3:3])[CH3:2].Cl.[CH3:17][O:18][NH2:19]. Product: [CH3:17][O:18][N:19]=[C:9]1[C:8]2[C:13](=[CH:14][C:5]([C:1]([CH3:4])([CH3:3])[CH3:2])=[CH:6][CH:7]=2)[O:12][CH2:11][CH2:10]1. The catalyst class is: 17.